From a dataset of Forward reaction prediction with 1.9M reactions from USPTO patents (1976-2016). Predict the product of the given reaction. (1) Given the reactants [Br:1][CH2:2][CH2:3][CH2:4][CH2:5][C:6]([OH:8])=[O:7].[CH2:9](O)[C:10]1[CH:15]=[CH:14][CH:13]=[CH:12][CH:11]=1, predict the reaction product. The product is: [Br:1][CH2:2][CH2:3][CH2:4][CH2:5][C:6]([O:8][CH2:9][C:10]1[CH:15]=[CH:14][CH:13]=[CH:12][CH:11]=1)=[O:7]. (2) Given the reactants [CH3:1][C@@H:2]1[NH:8][CH2:7][C:6]2[CH:9]=[CH:10][C:11]([C:13]([O:15][CH3:16])=[O:14])=[CH:12][C:5]=2[O:4][CH2:3]1.[CH:17](OCC)=[O:18], predict the reaction product. The product is: [CH:17]([N:8]1[CH2:7][C:6]2[CH:9]=[CH:10][C:11]([C:13]([O:15][CH3:16])=[O:14])=[CH:12][C:5]=2[O:4][CH2:3][C@@H:2]1[CH3:1])=[O:18]. (3) Given the reactants [NH:1]1[C:5]2=[C:6]([NH:10][C:11](=[O:13])[CH3:12])[N:7]=[CH:8][CH:9]=[C:4]2[CH:3]=[CH:2]1.[Cl:14][C:15]1[CH:20]=[C:19]([C:21](=[O:27])[NH:22][CH2:23][CH2:24][O:25][CH3:26])[CH:18]=[C:17]([Cl:28])[C:16]=1[C:29](Cl)=[O:30], predict the reaction product. The product is: [C:11]([NH:10][C:6]1[N:7]=[CH:8][CH:9]=[C:4]2[C:3]([C:29]([C:16]3[C:17]([Cl:28])=[CH:18][C:19]([C:21]([NH:22][CH2:23][CH2:24][O:25][CH3:26])=[O:27])=[CH:20][C:15]=3[Cl:14])=[O:30])=[CH:2][NH:1][C:5]=12)(=[O:13])[CH3:12]. (4) Given the reactants [CH2:1]([NH:3][CH2:4][CH2:5][C:6]1[CH:11]=[CH:10][CH:9]=[CH:8][N:7]=1)[CH3:2].[OH:12][C:13]1[CH:18]=[CH:17][C:16]([CH2:19][CH2:20][C:21](O)=[O:22])=[CH:15][CH:14]=1.F[B-](F)(F)F.N1(OC(N(C)C)=[N+](C)C)C2C=CC=CC=2N=N1.C(N(C(C)C)CC)(C)C, predict the reaction product. The product is: [CH2:1]([N:3]([CH2:4][CH2:5][C:6]1[CH:11]=[CH:10][CH:9]=[CH:8][N:7]=1)[C:21](=[O:22])[CH2:20][CH2:19][C:16]1[CH:17]=[CH:18][C:13]([OH:12])=[CH:14][CH:15]=1)[CH3:2]. (5) Given the reactants [CH2:1]([C:8]1[CH:9]=[N:10][C:11]2[C:16]([C:17]=1[C:18]1[CH:19]=[C:20]([NH2:24])[CH:21]=[CH:22][CH:23]=1)=[CH:15][CH:14]=[CH:13][C:12]=2[C:25]([F:28])([F:27])[F:26])[C:2]1[CH:7]=[CH:6][CH:5]=[CH:4][CH:3]=1.[F:29][C:30]1[CH:31]=[C:32]([CH:35]=[CH:36][C:37]=1[O:38][CH3:39])[CH:33]=O, predict the reaction product. The product is: [CH2:1]([C:8]1[CH:9]=[N:10][C:11]2[C:16]([C:17]=1[C:18]1[CH:19]=[C:20]([NH:24][CH2:33][C:32]3[CH:35]=[CH:36][C:37]([O:38][CH3:39])=[C:30]([F:29])[CH:31]=3)[CH:21]=[CH:22][CH:23]=1)=[CH:15][CH:14]=[CH:13][C:12]=2[C:25]([F:28])([F:26])[F:27])[C:2]1[CH:3]=[CH:4][CH:5]=[CH:6][CH:7]=1. (6) Given the reactants [Si]([O:8][CH2:9][C@H:10]([NH:17][C:18]([C:20]1[N:24]2[CH:25]=[C:26]([C:38]([O:40][CH2:41][CH3:42])=[O:39])[CH:27]=[C:28]([O:29][CH2:30][C:31]3[CH:36]=[CH:35][CH:34]=[CH:33][C:32]=3[F:37])[C:23]2=[N:22][C:21]=1[CH3:43])=[O:19])[C:11]1[CH:16]=[CH:15][CH:14]=[CH:13][CH:12]=1)(C(C)(C)C)(C)C.[F-].C([N+](CCCC)(CCCC)CCCC)CCC.C1COCC1.O.C(OCC)(=O)C, predict the reaction product. The product is: [F:37][C:32]1[CH:33]=[CH:34][CH:35]=[CH:36][C:31]=1[CH2:30][O:29][C:28]1[C:23]2[N:24]([C:20]([C:18](=[O:19])[NH:17][C@H:10]([C:11]3[CH:12]=[CH:13][CH:14]=[CH:15][CH:16]=3)[CH2:9][OH:8])=[C:21]([CH3:43])[N:22]=2)[CH:25]=[C:26]([C:38]([O:40][CH2:41][CH3:42])=[O:39])[CH:27]=1. (7) Given the reactants Br[C:2]1[CH2:7][CH2:6][CH2:5][CH2:4][C:3]=1[CH:8]=O.Br[C:11]1[CH:16]=[CH:15][CH:14]=[CH:13][C:12]=1[NH:17]C(=O)C.CS(C)=O.C([O-])([O-])=O.[K+].[K+], predict the reaction product. The product is: [CH:14]1[C:13]2[C:12](=[N:17][CH:8]=[C:3]3[C:2]=2[CH2:7][CH2:6][CH2:5][CH2:4]3)[CH:11]=[CH:16][CH:15]=1. (8) Given the reactants [OH:1][C:2]1[CH:10]=[CH:9][C:8]([OH:11])=[CH:7][C:3]=1[C:4]([OH:6])=[O:5].[CH3:12][NH:13][C@H:14]([CH2:16]/[CH:17]=[CH:18]/[C:19]1[CH:20]=[N:21][CH:22]=[C:23]([O:25][CH3:26])[CH:24]=1)[CH3:15].[OH:27][C:28]1[CH:36]=[CH:35][C:34]([OH:37])=[CH:33][C:29]=1[C:30]([OH:32])=[O:31].CN[C@H](C/C=C/C1C=NC=C(OC)C=1)C.C(OCC)(=O)C, predict the reaction product. The product is: [C:4]([OH:6])(=[O:5])[C:3]1[C:2](=[CH:10][CH:9]=[C:8]([CH:7]=1)[OH:11])[OH:1].[OH:27][C:28]1[CH:36]=[CH:35][C:34]([OH:37])=[CH:33][C:29]=1[C:30]([OH:32])=[O:31].[CH3:12][NH:13][C@H:14]([CH2:16]/[CH:17]=[CH:18]/[C:19]1[CH:20]=[N:21][CH:22]=[C:23]([O:25][CH3:26])[CH:24]=1)[CH3:15].